The task is: Predict the reaction yield, written as a fraction of the theoretical maximum amount of product (1.0 means a 100% yield; for example, 0.34 means a 34% yield).. This data is from Reaction yield outcomes from USPTO patents with 853,638 reactions. (1) The reactants are [CH:1]([C@H:4]1[CH2:8][O:7][C:6](=[O:9])[NH:5]1)([CH3:3])[CH3:2].C([Li])CCC.[CH3:15][O:16][C:17]1[CH:18]=[C:19]([CH2:25][C:26](Cl)=[O:27])[CH:20]=[C:21]([O:23][CH3:24])[CH:22]=1.CCCCCC. The catalyst is C1COCC1. The product is [CH3:24][O:23][C:21]1[CH:20]=[C:19]([CH2:25][C:26]([N:5]2[C@@H:4]([CH:1]([CH3:3])[CH3:2])[CH2:8][O:7][C:6]2=[O:9])=[O:27])[CH:18]=[C:17]([O:16][CH3:15])[CH:22]=1. The yield is 0.650. (2) The reactants are C1(C([N:9]2[CH:14]([C:15]([O:17][CH2:18][CH3:19])=[O:16])[CH:13]3[CH2:20][CH:10]2[CH:11]=[CH:12]3)C)C=CC=CC=1. The catalyst is C(OCC)(=O)C.[OH-].[OH-].[Pd+2]. The product is [CH:10]12[CH2:20][CH:13]([CH2:12][CH2:11]1)[CH:14]([C:15]([O:17][CH2:18][CH3:19])=[O:16])[NH:9]2. The yield is 0.220. (3) The reactants are [NH2:1][N:2]1[C:10](=[O:11])[C:9]2[C:4](=[CH:5][CH:6]=[CH:7][CH:8]=2)[C:3]1=[O:12].Br[CH2:14][C:15]([O:17][CH2:18][CH3:19])=[O:16].C([O-])([O-])=O.[K+].[K+]. The catalyst is CC(N(C)C)=O. The product is [CH2:18]([O:17][C:15](=[O:16])[CH2:14][NH:1][N:2]1[C:10](=[O:11])[C:9]2[C:4](=[CH:5][CH:6]=[CH:7][CH:8]=2)[C:3]1=[O:12])[CH3:19]. The yield is 0.570. (4) The reactants are [CH2:1]([Cl:3])Cl.Br[CH2:5][C:6]([NH:8][C:9]1[CH:14]=[C:13]([C:15]([F:18])([F:17])[F:16])[CH:12]=[C:11]([NH:19][C:20](=[O:23])[CH2:21]Br)[CH:10]=1)=[O:7].[Cl:24][C:25]1[CH:26]=[C:27]([CH:29]=[CH:30][CH:31]=1)[NH2:28]. The catalyst is C(OCC)(=O)C. The product is [Cl:24][C:25]1[CH:26]=[C:27]([NH:28][CH2:5][C:6]([NH:8][C:9]2[CH:14]=[C:13]([C:15]([F:18])([F:17])[F:16])[CH:12]=[C:11]([NH:19][C:20](=[O:23])[CH2:21][NH:8][C:9]3[CH:10]=[CH:11][CH:12]=[C:1]([Cl:3])[CH:14]=3)[CH:10]=2)=[O:7])[CH:29]=[CH:30][CH:31]=1. The yield is 0.920. (5) The reactants are [CH3:1][N:2]1[C:6]2[CH:7]=[CH:8][C:9]([C:11]([OH:13])=O)=[CH:10][C:5]=2[NH:4][C:3]1=[O:14].[NH:15]1[CH2:20][CH2:19][CH2:18][C@@H:17]2[C:21]3[CH:22]=[CH:23][CH:24]=[CH:25][C:26]=3[CH2:27][C@H:16]12.F[P-](F)(F)(F)(F)F.N1(OC(N(C)C)=[N+](C)C)C2N=CC=CC=2N=N1. No catalyst specified. The product is [N:15]1([C:11]([C:9]2[CH:8]=[CH:7][C:6]3[N:2]([CH3:1])[C:3](=[O:14])[NH:4][C:5]=3[CH:10]=2)=[O:13])[CH2:20][CH2:19][CH2:18][C@@H:17]2[C:21]3[CH:22]=[CH:23][CH:24]=[CH:25][C:26]=3[CH2:27][C@H:16]12. The yield is 0.270. (6) The reactants are [F:1][C:2]1[CH:3]=[CH:4][C:5]([CH3:41])=[C:6]([CH:40]=1)[O:7][CH2:8][C:9]1[C:10]([C:23]2[CH:28]=[CH:27][C:26]([NH:29][C:30]([C:32]3[CH:37]=[CH:36][N:35]=[CH:34][CH:33]=3)=[O:31])=[CH:25][C:24]=2[O:38][CH3:39])=[CH:11][CH:12]=[C:13]2[C:18]=1[N:17]([CH3:19])[C:16](=[O:20])[C:15]([CH3:22])([CH3:21])[NH:14]2.[C:42](=O)([O-])[O-].CI. The catalyst is CN(C)C=O.C(OCC)(=O)C. The product is [F:1][C:2]1[CH:3]=[CH:4][C:5]([CH3:41])=[C:6]([CH:40]=1)[O:7][CH2:8][C:9]1[C:10]([C:23]2[CH:28]=[CH:27][C:26]([N:29]([CH3:42])[C:30]([C:32]3[CH:37]=[CH:36][N:35]=[CH:34][CH:33]=3)=[O:31])=[CH:25][C:24]=2[O:38][CH3:39])=[CH:11][CH:12]=[C:13]2[C:18]=1[N:17]([CH3:19])[C:16](=[O:20])[C:15]([CH3:22])([CH3:21])[NH:14]2. The yield is 0.320.